The task is: Predict the reaction yield, written as a fraction of the theoretical maximum amount of product (1.0 means a 100% yield; for example, 0.34 means a 34% yield).. This data is from Reaction yield outcomes from USPTO patents with 853,638 reactions. (1) The yield is 0.460. The reactants are [CH3:1][C:2]1[CH:10]=[CH:9][C:8]2[NH:7][C:6]3[CH2:11][CH2:12][N:13]([CH2:15][CH2:16][CH2:17][NH:18]C(=O)OCC)[CH2:14][C:5]=3[C:4]=2[CH:3]=1.[OH-].[K+]. The product is [CH3:1][C:2]1[CH:10]=[CH:9][C:8]2[NH:7][C:6]3[CH2:11][CH2:12][N:13]([CH2:15][CH2:16][CH2:17][NH2:18])[CH2:14][C:5]=3[C:4]=2[CH:3]=1. The catalyst is CC(O)C. (2) The reactants are [CH2:1]([C@@H:3]1[CH2:7][O:6][C:5]([C:8]2[NH:12][C:11]([C:13]3[CH:14]=[C:15]([CH:27]=[C:28]([O:30][C@@H:31]([CH3:35])[CH2:32][O:33]C)[CH:29]=3)[O:16][C:17]3[CH:22]=[N:21][C:20]([S:23]([CH3:26])(=[O:25])=[O:24])=[CH:19][N:18]=3)=[CH:10][CH:9]=2)=[N:4]1)[CH3:2].B(Br)(Br)Br.[OH-].[Na+]. The catalyst is C(Cl)Cl. The product is [CH2:1]([C@@H:3]1[CH2:7][O:6][C:5]([C:8]2[NH:12][C:11]([C:13]3[CH:29]=[C:28]([CH:27]=[C:15]([O:16][C:17]4[CH:22]=[N:21][C:20]([S:23]([CH3:26])(=[O:25])=[O:24])=[CH:19][N:18]=4)[CH:14]=3)[O:30][C@@H:31]([CH3:35])[CH2:32][OH:33])=[CH:10][CH:9]=2)=[N:4]1)[CH3:2]. The yield is 0.800. (3) The reactants are Br[CH2:2][C:3]([C:5]1[CH:10]=[CH:9][CH:8]=[CH:7][CH:6]=1)=[O:4].[C:11]1(=[O:21])[NH:15][C:14](=[O:16])[C:13]2=[CH:17][CH:18]=[CH:19][CH:20]=[C:12]12.[K].O. The catalyst is CN(C=O)C. The product is [C:11]1(=[O:21])[N:15]([CH2:2][C:3]([C:5]2[CH:10]=[CH:9][CH:8]=[CH:7][CH:6]=2)=[O:4])[C:14](=[O:16])[C:13]2=[CH:17][CH:18]=[CH:19][CH:20]=[C:12]12. The yield is 0.860. (4) The reactants are Cl.O.[OH:3][CH2:4][C@H:5]([NH:10][C:11]1[C:12]2[S:40][C:39]([O:41]C)=[N:38][C:13]=2[N:14]=[C:15]([S:17][S:18][C:19]2[N:20]=[C:21]([NH:30][C@H:31]([CH2:34][CH:35]([CH3:37])[CH3:36])[CH2:32][OH:33])[C:22]3[S:27][C:26]([O:28]C)=[N:25][C:23]=3[N:24]=2)[N:16]=1)[CH2:6][CH:7]([CH3:9])[CH3:8]. The catalyst is O1CCOCC1. The product is [OH:3][CH2:4][C@H:5]([NH:10][C:11]1[C:12]2[S:40][C:39](=[O:41])[NH:38][C:13]=2[N:14]=[C:15]([S:17][S:18][C:19]2[N:20]=[C:21]([NH:30][C@@H:31]([CH2:32][OH:33])[CH2:34][CH:35]([CH3:36])[CH3:37])[C:22]3[S:27][C:26](=[O:28])[NH:25][C:23]=3[N:24]=2)[N:16]=1)[CH2:6][CH:7]([CH3:8])[CH3:9]. The yield is 0.420. (5) The reactants are [C:1]([C:3]1[CH2:7][N:6]([C:8]([O:10][C:11]([CH3:14])([CH3:13])[CH3:12])=[O:9])[C:5]([CH3:16])([CH3:15])[C:4]=1O)#[N:2].O.[NH2:19][NH2:20].CC(O)=O. The catalyst is C(O)C. The product is [NH2:2][C:1]1[NH:20][N:19]=[C:4]2[C:5]([CH3:16])([CH3:15])[N:6]([C:8]([O:10][C:11]([CH3:14])([CH3:13])[CH3:12])=[O:9])[CH2:7][C:3]=12. The yield is 0.880. (6) The reactants are [CH2:1]([O:8][C:9](=[O:22])[NH:10][CH2:11][CH2:12][CH2:13][CH2:14][C:15]1[CH:20]=[CH:19][C:18]([OH:21])=[CH:17][CH:16]=1)[C:2]1[CH:7]=[CH:6][CH:5]=[CH:4][CH:3]=1.Br[CH2:24][CH2:25][CH2:26][C:27]#[N:28].C(=O)([O-])[O-].[K+].[K+]. The catalyst is CN(C=O)C. The product is [CH2:1]([O:8][C:9](=[O:22])[NH:10][CH2:11][CH2:12][CH2:13][CH2:14][C:15]1[CH:20]=[CH:19][C:18]([O:21][CH2:24][CH2:25][CH2:26][C:27]#[N:28])=[CH:17][CH:16]=1)[C:2]1[CH:7]=[CH:6][CH:5]=[CH:4][CH:3]=1. The yield is 0.750.